From a dataset of Full USPTO retrosynthesis dataset with 1.9M reactions from patents (1976-2016). Predict the reactants needed to synthesize the given product. Given the product [F:30][C:31]1[CH:32]=[C:33]([CH:36]=[CH:37][CH:38]=1)[CH2:34][O:29][C:28]1[CH:27]=[CH:26][C:4]([NH:5][C:6]2[C:15]3[C:10](=[CH:11][C:12]([O:24][CH3:25])=[CH:13][C:14]=3[O:16][CH:17]3[CH2:22][CH2:21][N:20]([CH3:23])[CH2:19][CH2:18]3)[N:9]=[CH:8][N:7]=2)=[CH:3][C:2]=1[CH3:1], predict the reactants needed to synthesize it. The reactants are: [CH3:1][C:2]1[CH:3]=[C:4]([CH:26]=[CH:27][C:28]=1[OH:29])[NH:5][C:6]1[C:15]2[C:10](=[CH:11][C:12]([O:24][CH3:25])=[CH:13][C:14]=2[O:16][CH:17]2[CH2:22][CH2:21][N:20]([CH3:23])[CH2:19][CH2:18]2)[N:9]=[CH:8][N:7]=1.[F:30][C:31]1[CH:32]=[C:33]([CH:36]=[CH:37][CH:38]=1)[CH2:34]Cl.